This data is from Full USPTO retrosynthesis dataset with 1.9M reactions from patents (1976-2016). The task is: Predict the reactants needed to synthesize the given product. (1) The reactants are: [CH:1]1([N:7]2[CH2:13][C:12]([F:15])([F:14])[C:11](=[O:16])[N:10]([CH3:17])[C:9]3[CH:18]=[N:19][C:20]([NH:22][C:23]4[CH:31]=[CH:30][C:26]([C:27](O)=[O:28])=[CH:25][CH:24]=4)=[N:21][C:8]2=3)[CH2:6][CH2:5][CH2:4][CH2:3][CH2:2]1.C(N(CC)CC)C.F[P-](F)(F)(F)(F)F.CN(C(N(C)C)=[N+]1C2C(=NC=CC=2)[N+]([O-])=N1)C.[CH3:63][C:64]([O:67][C:68]([N:70]1[CH2:75][CH2:74][CH:73]([NH2:76])[CH2:72][CH2:71]1)=[O:69])([CH3:66])[CH3:65]. Given the product [C:64]([O:67][C:68]([N:70]1[CH2:75][CH2:74][CH:73]([NH:76][C:27](=[O:28])[C:26]2[CH:30]=[CH:31][C:23]([NH:22][C:20]3[N:19]=[CH:18][C:9]4[N:10]([CH3:17])[C:11](=[O:16])[C:12]([F:14])([F:15])[CH2:13][N:7]([CH:1]5[CH2:6][CH2:5][CH2:4][CH2:3][CH2:2]5)[C:8]=4[N:21]=3)=[CH:24][CH:25]=2)[CH2:72][CH2:71]1)=[O:69])([CH3:63])([CH3:65])[CH3:66], predict the reactants needed to synthesize it. (2) The reactants are: [Cl:1][C:2]1[C:3]([C:15]([OH:17])=O)=[N:4][C:5]([N:8]2[CH2:13][CH2:12][N:11]([CH3:14])[CH2:10][CH2:9]2)=[CH:6][CH:7]=1.[NH2:18][C:19]1[CH:43]=[CH:42][C:22]2[CH2:23][CH2:24][C:25]3[C:26]([C:39]([NH2:41])=[O:40])=[N:27][N:28]([C:30]4[CH:38]=[CH:37][C:33]5[O:34][CH2:35][O:36][C:32]=5[CH:31]=4)[C:29]=3[C:21]=2[CH:20]=1. Given the product [O:34]1[C:33]2[CH:37]=[CH:38][C:30]([N:28]3[C:29]4[C:21]5[CH:20]=[C:19]([NH:18][C:15]([C:3]6[C:2]([Cl:1])=[CH:7][CH:6]=[C:5]([N:8]7[CH2:9][CH2:10][N:11]([CH3:14])[CH2:12][CH2:13]7)[N:4]=6)=[O:17])[CH:43]=[CH:42][C:22]=5[CH2:23][CH2:24][C:25]=4[C:26]([C:39]([NH2:41])=[O:40])=[N:27]3)=[CH:31][C:32]=2[O:36][CH2:35]1, predict the reactants needed to synthesize it. (3) Given the product [Br:14][CH2:2][C:1]([C:4]1[CH:13]=[CH:12][C:7]([C:8]([O:10][CH3:11])=[O:9])=[CH:6][CH:5]=1)=[O:3], predict the reactants needed to synthesize it. The reactants are: [C:1]([C:4]1[CH:13]=[CH:12][C:7]([C:8]([O:10][CH3:11])=[O:9])=[CH:6][CH:5]=1)(=[O:3])[CH3:2].[Br:14]Br.